This data is from Experimentally validated miRNA-target interactions with 360,000+ pairs, plus equal number of negative samples. The task is: Binary Classification. Given a miRNA mature sequence and a target amino acid sequence, predict their likelihood of interaction. (1) The miRNA is cel-miR-1020-3p with sequence AUUAUUCUGUGACACUUUCAG. The protein sequence of the target gene is MGTPPGLQTDCEALLSRFQETDSVRFEDFTELWRNMKFGTIFCGRMRNLEKNMFTKEALALAWRYFLPPYTFQIRVGALYLLYGLYNTQLCQPKQKIRVALKDWDEVLKFQQDLVNAQHFDAAYIFRKLRLDRAFHFTAMPKLLSYRMKKKIHRAEVTEEFKDPSDRVMKLITSDVLEEMLNVHDHYQNMKHVISVDKSKPDKALSLIKDDFFDNIKNIVLEHQQWHKDRKNPSLKSKTNDGEEKMEGNSQETERCERAESLAKIKSKAFSVVIQASKSRRHRQVKLDSSDSDSASGQGQ.... Result: 0 (no interaction). (2) The miRNA is mmu-miR-3089-3p with sequence AGCAUCUGCUGAUCCUGAGCUGU. The protein sequence of the target gene is MDGAAGPGDGPAREALQSLSQRLRVQEQEMELVKAALAEALRLLRLQVPPSSLQGSGTPAPPGDSLAAPPGLPPTCTPSLVSRGTQTETEVELKSSPGPPGLSNGPPAPQGASEEPSGTQSEGGGSSSSGAGSPGPPGILRPLQPPQRADTPRRNSSSSSSPSERPRQKLSRKAISSANLLVRSGSTESRGGKDPLSSPGGPGSRRSNYNLEGISVKMFLRGRPITMYIPSGIRSLEELPSGPPPETLSLDWVYGYRGRDSRSNLFVLRSGEVVYFIACVVVLYRPGGGPGGPGGGGQRH.... Result: 0 (no interaction). (3) The miRNA is hsa-miR-1260a with sequence AUCCCACCUCUGCCACCA. The protein sequence of the target gene is MAAQRGMPSSAVRVLEEALGMGLTAAGDARDTADAVAAEGAYYLEQVTITEASEDDYEYEEIPDDNFSIPEGEEDLAKAIQMAQEQATDTEILERKTVLPSKHAVPEVIEDFLCNFLIKMGMTRTLDCFQSEWYELIQKGVTELRTVGNVPDVYTQIMLLENENKNLKKDLKHYKQAADKAREDLLKIQKERDFHRMHHKRIVQEKNKLINDLKGLKLHYASYEPTIRVLHEKHHTLLKEKMLTSLERDKVVGQISGLQETLKKLQRGHSYHGPQIKVDHSREKENAPEGPTQKGLREAR.... Result: 1 (interaction). (4) The miRNA is hsa-let-7c-5p with sequence UGAGGUAGUAGGUUGUAUGGUU. The protein sequence of the target gene is MKVASGSTATAAAGPSCALKAGKTASGAGEVVRCLSEQSVAISRCAGGAGARLPALLDEQQVNVLLYDMNGCYSRLKELVPTLPQNRKVSKVEILQHVIDYIRDLQLELNSESEVGTPGGRGLPVRAPLSTLNGEISALTAEAACVPADDRILCR. Result: 1 (interaction). (5) The miRNA is mmu-miR-329-3p with sequence AACACACCCAGCUAACCUUUUU. The protein sequence of the target gene is MSAEGYQYRALYDYKKEREEDIDLHLGDILTVNKGSLVALGFSDGQEARPEDIGWLNGYNETTGERGDFPGTYVEYIGRKRISPPTPKPRPPRPLPVAPGSSKTEADTEQQALPLPDLAEQFAPPDVAPPLLIKLLEAIEKKGLECSTLYRTQSSSNPAELRQLLDCDAASVDLEMIDVHVLADAFKRYLADLPNPVIPVAVYNEMMSLAQELQSPEDCIQLLKKLIRLPNIPHQCWLTLQYLLKHFFKLSQASSKNLLNARVLSEIFSPVLFRFPAASSDNTEHLIKAIEILISTEWNE.... Result: 1 (interaction). (6) The miRNA is mmu-miR-466k with sequence UGUGUGUGUACAUGUACAUGUGA. The protein sequence of the target gene is MEPNSPKKIQFAVPLFQSQIAPEAAEQIRKRRPTPASLVILNEHNSPEIDEKRVTNTQESQNASPKQRKQSVYTPPAMKGVKHLKDQNGSAFPEEEESASEREEKWNH. Result: 1 (interaction). (7) The miRNA is hsa-miR-4662a-5p with sequence UUAGCCAAUUGUCCAUCUUUAG. The protein sequence of the target gene is MQPVMLALWSLLLLWGLATPCQELLETVGTLARIDKDELGKAIQNSLVGEPILQNVLGSVTAVNRGLLGSGGLLGGGGLLGHGGVFGVVEELSGLKIEELTLPKVLLKLLPGFGVQLSLHTKVGMHCSGPLGGLLQLAAEVNVTSRVALAVSSRGTPILILKRCSTLLGHISLFSGLLPTPLFGVVEQMLFKVLPGLLCPVVDSVLGVVNELLGAVLGLVSLGALGSVEFSLATLPLISNQYIELDINPIVKSVAGDIIDFPKSRAPAKVPPKKDHTSQVMVPLYLFNTTFGLLQTNGAL.... Result: 0 (no interaction). (8) The miRNA is mmu-miR-126a-5p with sequence CAUUAUUACUUUUGGUACGCG. The protein sequence of the target gene is MLEAPGPSDGCELSNPSASRVSCAGQMLEVQPGLYFGGAAAVAEPDHLREAGITAVLTVDSEEPSFKAGPGVEDLWRLFVPALDKPETDLLSHLDRCVAFIGQARAEGRAVLVHCHAGVSRSVAIITAFLMKTDQLPFEKAYEKLQILKPEAKMNEGFEWQLKLYQAMGYEVDTSSAIYKQYRLQKVTEKYPELQNLPQELFAVDPTTVSQGLKDEVLYKCRKCRRSLFRSSSILDHREGSGPIAFAHKRMTPSSMLTTGRQAQCTSYFIEPVQWMESALLGVMDGQLLCPKCSAKLGSF.... Result: 0 (no interaction).